The task is: Predict the reaction yield, written as a fraction of the theoretical maximum amount of product (1.0 means a 100% yield; for example, 0.34 means a 34% yield).. This data is from Reaction yield outcomes from USPTO patents with 853,638 reactions. The reactants are I([O-])(=O)(=O)=[O:2].[Na+].[OH:7][CH2:8][C@@H:9]1[CH2:11][C@H:10]1[CH2:12][C:13]([O:15][CH2:16][C:17]1[CH:22]=[CH:21][CH:20]=[CH:19][CH:18]=1)=[O:14]. The catalyst is CC(C)=O.O.O.[Ru](=O)=O. The product is [CH2:16]([O:15][C:13](=[O:14])[CH2:12][C@@H:10]1[CH2:11][C@H:9]1[C:8]([OH:2])=[O:7])[C:17]1[CH:18]=[CH:19][CH:20]=[CH:21][CH:22]=1. The yield is 0.980.